Dataset: Reaction yield outcomes from USPTO patents with 853,638 reactions. Task: Predict the reaction yield, written as a fraction of the theoretical maximum amount of product (1.0 means a 100% yield; for example, 0.34 means a 34% yield). (1) The reactants are C(OC(=O)[NH:7][CH:8]1[CH2:13][CH2:12][CH:11]([CH2:14][NH2:15])[CH2:10][CH2:9]1)(C)(C)C.C(N(CC)C(C)C)(C)C.[CH2:26]([O:33][C:34](Cl)=[O:35])[C:27]1[CH:32]=[CH:31][CH:30]=[CH:29][CH:28]=1.C(O)(C(F)(F)F)=O. The catalyst is C(Cl)Cl. The product is [CH2:26]([O:33][C:34](=[O:35])[NH:15][CH2:14][CH:11]1[CH2:10][CH2:9][CH:8]([NH2:7])[CH2:13][CH2:12]1)[C:27]1[CH:32]=[CH:31][CH:30]=[CH:29][CH:28]=1. The yield is 0.900. (2) The reactants are Br[C:2]1[CH:3]=[C:4]2[C:9](=[CH:10][CH:11]=1)[N:8]=[C:7]([C:12]1[CH:17]=[C:16]([CH3:18])[C:15]([OH:19])=[C:14]([CH3:20])[CH:13]=1)[NH:6][C:5]2=[O:21].[CH:22]([Sn](CCCC)(CCCC)CCCC)=[CH2:23].[Li+].[Cl-]. The catalyst is CN(C=O)C.C1C=CC([P]([Pd]([P](C2C=CC=CC=2)(C2C=CC=CC=2)C2C=CC=CC=2)([P](C2C=CC=CC=2)(C2C=CC=CC=2)C2C=CC=CC=2)[P](C2C=CC=CC=2)(C2C=CC=CC=2)C2C=CC=CC=2)(C2C=CC=CC=2)C2C=CC=CC=2)=CC=1. The product is [OH:19][C:15]1[C:16]([CH3:18])=[CH:17][C:12]([C:7]2[NH:6][C:5](=[O:21])[C:4]3[C:9](=[CH:10][CH:11]=[C:2]([CH:22]=[CH2:23])[CH:3]=3)[N:8]=2)=[CH:13][C:14]=1[CH3:20]. The yield is 0.460.